From a dataset of Experimentally validated miRNA-target interactions with 360,000+ pairs, plus equal number of negative samples. Binary Classification. Given a miRNA mature sequence and a target amino acid sequence, predict their likelihood of interaction. (1) The miRNA is hsa-miR-6729-3p with sequence UCAUCCCCCUCGCCCUCUCAG. The protein sequence of the target gene is MRVLLAALGLLFLGALRAFPQDRPFEDTCHGNPSHYYDKAVRRCCYRCPMGLFPTQQCPQRPTDCRKQCEPDYYLDEADRCTACVTCSRDDLVEKTPCAWNSSRVCECRPGMFCSTSAVNSCARCFFHSVCPAGMIVKFPGTAQKNTVCEPASPGVSPACASPENCKEPSSGTIPQAKPTPVSPATSSASTMPVRGGTRLAQEAASKLTRAPDSPSSVGRPSSDPGLSPTQPCPEGSGDCRKQCEPDYYLDEAGRCTACVSCSRDDLVEKTPCAWNSSRTCECRPGMICATSATNSCARC.... Result: 0 (no interaction). (2) The miRNA is hsa-miR-4731-3p with sequence CACACAAGUGGCCCCCAACACU. The protein sequence of the target gene is MRCLTTPMLLRALAQAARAGPPGGRSLHSSAVAATYKYVNMQDPEMDMKSVTDRAARTLLWTELFRGLGMTLSYLFREPATINYPFEKGPLSPRFRGEHALRRYPSGEERCIACKLCEAICPAQAITIEAEPRADGSRRTTRYDIDMTKCIYCGFCQEACPVDAIVEGPNFEFSTETHEELLYNKEKLLNNGDKWEAEIAANIQADYLYR. Result: 0 (no interaction). (3) The miRNA is hsa-miR-4671-5p with sequence ACCGAAGACUGUGCGCUAAUCU. Result: 0 (no interaction). The protein sequence of the target gene is MAENLYRARSRVYSPSVLFLHPDMGIGGAERLVLDAALALQEYGCDVKIWTAHYDPNHCFIETRELSVQCAGDWLPRSLGWGGRGAAICSYVRMVFLALYVLFLSGEEFDVVVCDQVSACIPVFKLARRRKRVLFYCHFPDLLLTQRNSALKKFYRAPIDWIEEYTTGMADRILVNSQYTASVFKETFKTLSHRNPDVLYPSLNIGSFDLAIPEKIDDLVPKGKQFLFLSINRYERKKNLPLALRSLVQLRNRLPSQEWDKVHLFMAGGYDDRIPENVEHYKELKKMVQESDLERHVTFL.... (4) The miRNA is hsa-miR-5580-3p with sequence CACAUAUGAAGUGAGCCAGCAC. The protein sequence of the target gene is MPLTSAFRAVDNDPGIIVWRIEKMELALVPVSAHGNFYEGDCYVILSTRRVASLLSQDIHFWIGKDSSQDEQSCAAIYTTQLDDYLGGSPVQHREVQYHESDTFRGYFKQGIIYKQGGVASGMKHVETNTYDVKRLLHVKGKRNIRATEVEMSWDSFNRGDVFLLDLGKVIIQWNGPESNSGERLKAMLLAKDIRDRERGGRAKIGVIEGDKEAASPELMKVLQDTLGRRSIIKPTVPDEIIDQKQKSTIMLYHISDSAGQLAVTEVATRPLVQDLLNHDDCYILDQSGTKIYVWKGKGA.... Result: 0 (no interaction). (5) The miRNA is hsa-miR-637 with sequence ACUGGGGGCUUUCGGGCUCUGCGU. The protein sequence of the target gene is MASCAEPSEPSAPLPAGVPPLEDFEVLDGVEDAEGEEEEEEEEEEEDDLSELPPLEDMGQPPAEEAEQPGALAREFLAAMEPEPAPAPAPEEWLDILGNGLLRKKTLVPGPPGSSRPVKGQVVTVHLQTSLENGTRVQEEPELVFTLGDCDVIQALDLSVPLMDVGETAMVTADSKYCYGPQGRSPYIPPHAALCLEVTLKTAVDGPDLEMLTGQERVALANRKRECGNAHYQRADFVLAANSYDLAIKAITSSAKVDMTFEEEAQLLQLKVKCLNNLAASQLKLDHYRAALRSCSLVLE.... Result: 1 (interaction). (6) The miRNA is hsa-miR-548ay-3p with sequence CAAAACCGCGAUUACUCUUGCA. The protein sequence of the target gene is MIQNVGNHLRRGLASVFSNRTSRKSALRAGNDSAMADGEGYRNPTEVQMSQLVLPCHTNQRGELSVGQLLKWIDTTACLSAERHAGCPCVTASMDDIYFEHTISVGQVVNIKAKVNRAFNSSMEVGIQVASEDLCSEKQWNVCKALATFVARREITKVKLKQITPRTEEEKMEHSVAAERRRMRLVYADTIKDLLANCAIQGDLESRDCSRMVPAEKTRVESVELVLPPHANHQGNTFGGQIMAWMENVATIAASRLCRAHPTLKAIEMFHFRGPSQVGDRLVLKAIVNNAFKHSMEVGV.... Result: 0 (no interaction). (7) The miRNA is hsa-miR-5699-5p with sequence UGCCCCAACAAGGAAGGACAAG. The protein sequence of the target gene is MSCTRMIHVLDPRPLTSSVMPVDMAMRICLAHSPPLKSFLGPYNGFQRRNFVNKLKPLKPCLSVKQEAKSQSEWKSPHNQAKKRVVFADSKGLSLTAIHVFSDLPEEPAWDLQFDLLDLNDISSSLKLHEEKNLVFDFPQPSTDYLSFRDRFQKNFVCLENCSLQDRTVTGTVKVKNVSFEKKVQVRITFDTWKTYTDVDCVYMKNVYSSSDSDTFSFAIDLPRVIPTEEKIEFCISYHANGRIFWDNNEGQNYRIVHVQWKPDGVQTQVAPKDCAFQQGPPKTEIEPTVFGSPRLASGL.... Result: 0 (no interaction). (8) The miRNA is hsa-miR-373-3p with sequence GAAGUGCUUCGAUUUUGGGGUGU. The protein sequence of the target gene is MLRSCAARLRTLGALCLPPVGRRLPGSEPRPELRSFSSEEVILKDCSVPNPSWNKDLRLLFDQFMKKCEDGSWKRLPSYKRTPTEWIQDFKTHFLDPKLMKEEQMSQAQLFTRSFDDGLGFEYVMFYNDIEKRMVCLFQGGPYLEGPPGFIHGGAIATMIDATVGMCAMMAGGIVMTANLNINYKRPIPLCSVVMINSQLDKVEGRKFFVSCNVQSVDEKTLYSEATSLFIKLNPAKSLT. Result: 1 (interaction). (9) The miRNA is hsa-miR-4480 with sequence AGCCAAGUGGAAGUUACUUUA. The protein sequence of the target gene is MSQPRTPEQALDTPGDCPPGRRDEDAGEGIQCSQRMLSFSDALLSIIATVMILPVTHTEISPEQQFDRSVQRLLATRIAVYLMTFLIVTVAWAAHTRLFQVVGKTDDTLALLNLACMMTITFLPYTFSLMVTFPDVPLGIFLFCVCVIAIGVVQALIVGYAFHFPHLLSPQIQRSAHRALYRRHVLGIVLQGPALCFAAAIFSLFFVPLSYLLMVTVILLPYVSKVTGWCRDRLLGHREPSAHPVEVFSFDLHEPLSKERVEAFSDGVYAIVATLLILDICEDNVPDPKDVKERFSGSLV.... Result: 0 (no interaction). (10) The miRNA is hsa-miR-324-3p with sequence CCCACUGCCCCAGGUGCUGCUGG. The protein sequence of the target gene is MSGFNFGGTGAPTGGFTFGTAKTATTTPATGFSFSTSGTGGFNFGAPFQPATSTPSTGLFSLATQTPATQTTGFTFGTATLASGGTGFSLGIGASKLNLSNTAATPAMANPSGFGLGSSNLTNAISSTVTSSQGTAPTGFVFGPSTTSVAPATTSGGFSFTGGSTAQPSGFNIGSAGNSAQPTAPATLPFTPATPAATTAGATQPAAPTPTATITSTGPSLFASIATAPTSSATTGLSLCTPVTTAGAPTAGTQGFSLKAPGAASGTSTTTSTAATATATTTSSSSTTGFALNLKPLAPA.... Result: 1 (interaction).